From a dataset of Forward reaction prediction with 1.9M reactions from USPTO patents (1976-2016). Predict the product of the given reaction. (1) Given the reactants [CH3:1][O:2][C:3]1[CH:25]=[CH:24][C:23]2[C:8]3[C:9]([N:17]4[CH2:22][CH2:21][NH:20][CH2:19][CH2:18]4)=[N:10][C:11]4[C:16]([C:7]=3[C:6](=[N:26][OH:27])[C:5]=2[CH:4]=1)=[CH:15][CH:14]=[CH:13][CH:12]=4.[CH2:28]1[CH2:32][N:31]([CH2:33][CH2:34]Cl)[CH2:30][CH2:29]1.Cl.COC1C=CC2C3C(N4CCNCC4)=NC4C(C=3C(=O)C=2C=1)=CC=CC=4.C(C1OC1)Cl, predict the reaction product. The product is: [N:31]1([CH2:33][CH2:34][O:27][N:26]=[C:6]2[C:7]3[C:16]4[C:11](=[CH:12][CH:13]=[CH:14][CH:15]=4)[N:10]=[C:9]([N:17]4[CH2:22][CH2:21][NH:20][CH2:19][CH2:18]4)[C:8]=3[C:23]3[CH:24]=[CH:25][C:3]([O:2][CH3:1])=[CH:4][C:5]2=3)[CH2:32][CH2:28][CH2:29][CH2:30]1. (2) Given the reactants [CH3:1][N:2]([CH3:20])[C:3]([C:5]1[N:14]([CH:15]2[CH2:19][CH2:18][CH2:17][CH2:16]2)[C:8]2[N:9]=[C:10](Cl)[N:11]=[CH:12][C:7]=2[CH:6]=1)=[O:4].[C:21]([O:25][C:26]([N:28]1[CH:33]2[CH2:34][CH2:35][CH2:36][CH:29]1[CH2:30][N:31]([C:37]([C:39]1[CH:40]=[N:41][C:42]([NH2:45])=[CH:43][CH:44]=1)=[O:38])[CH2:32]2)=[O:27])([CH3:24])([CH3:23])[CH3:22], predict the reaction product. The product is: [C:21]([O:25][C:26]([N:28]1[CH:29]2[CH2:36][CH2:35][CH2:34][CH:33]1[CH2:32][N:31]([C:37]([C:39]1[CH:40]=[N:41][C:42]([NH:45][C:10]3[N:11]=[CH:12][C:7]4[CH:6]=[C:5]([C:3](=[O:4])[N:2]([CH3:20])[CH3:1])[N:14]([CH:15]5[CH2:19][CH2:18][CH2:17][CH2:16]5)[C:8]=4[N:9]=3)=[CH:43][CH:44]=1)=[O:38])[CH2:30]2)=[O:27])([CH3:24])([CH3:22])[CH3:23].